From a dataset of Peptide-MHC class II binding affinity with 134,281 pairs from IEDB. Regression. Given a peptide amino acid sequence and an MHC pseudo amino acid sequence, predict their binding affinity value. This is MHC class II binding data. (1) The peptide sequence is CHFITKETPDRLTDQ. The MHC is DRB1_0405 with pseudo-sequence DRB1_0405. The binding affinity (normalized) is 0.288. (2) The peptide sequence is IRDKVQKEYALFYKLDVV. The MHC is HLA-DPA10103-DPB10401 with pseudo-sequence HLA-DPA10103-DPB10401. The binding affinity (normalized) is 0.793. (3) The peptide sequence is NFRFMSKGGMRNVFD. The MHC is DRB1_0802 with pseudo-sequence DRB1_0802. The binding affinity (normalized) is 0.0678. (4) The binding affinity (normalized) is 0.134. The peptide sequence is GYTPATPAAPAGAEP. The MHC is HLA-DQA10501-DQB10201 with pseudo-sequence HLA-DQA10501-DQB10201.